This data is from Full USPTO retrosynthesis dataset with 1.9M reactions from patents (1976-2016). The task is: Predict the reactants needed to synthesize the given product. (1) Given the product [Br-:44].[OH:40][C:41]1[CH:48]=[CH:47][C:46]([N+:49]([O-:51])=[O:50])=[CH:45][C:42]=1[CH2:43][P+:58]([C:59]1[CH:60]=[CH:61][CH:62]=[CH:63][CH:64]=1)([C:65]1[CH:70]=[CH:69][CH:68]=[CH:67][CH:66]=1)[C:52]1[CH:53]=[CH:54][CH:55]=[CH:56][CH:57]=1, predict the reactants needed to synthesize it. The reactants are: CCCCC1OC2C=CC(NS(C)(=O)=O)=CC=2C=1C(C1C=CC(OCCCN(CCCC)CCCC)=CC=1)=O.[OH:40][C:41]1[CH:48]=[CH:47][C:46]([N+:49]([O-:51])=[O:50])=[CH:45][C:42]=1[CH2:43][Br:44].[C:52]1([P:58]([C:65]2[CH:70]=[CH:69][CH:68]=[CH:67][CH:66]=2)[C:59]2[CH:64]=[CH:63][CH:62]=[CH:61][CH:60]=2)[CH:57]=[CH:56][CH:55]=[CH:54][CH:53]=1. (2) Given the product [S:1]1[C:5]2[CH:6]=[CH:7][C:8]([NH:10][C:11]3[C:20]4[C:15](=[CH:16][CH:17]=[C:18]([S:21][C:22]([CH3:28])([CH3:27])[C:23]([OH:25])=[O:24])[CH:19]=4)[N:14]=[CH:13][CH:12]=3)=[CH:9][C:4]=2[N:3]=[CH:2]1, predict the reactants needed to synthesize it. The reactants are: [S:1]1[C:5]2[CH:6]=[CH:7][C:8]([NH:10][C:11]3[C:20]4[C:15](=[CH:16][CH:17]=[C:18]([S:21][C:22]([CH3:28])([CH3:27])[C:23]([O:25]C)=[O:24])[CH:19]=4)[N:14]=[CH:13][CH:12]=3)=[CH:9][C:4]=2[N:3]=[CH:2]1.[Li+].[OH-]. (3) Given the product [CH3:1][C:2]1[CH:3]=[CH:4][C:5]([C:12]2[NH:19][N:18]=[CH:22][CH:13]=2)=[C:6]([CH:11]=1)[C:7]([O:9][CH3:10])=[O:8], predict the reactants needed to synthesize it. The reactants are: [CH3:1][C:2]1[CH:3]=[CH:4][C:5]([C:12]2[CH:13]=NN(C)C=2)=[C:6]([CH:11]=1)[C:7]([O:9][CH3:10])=[O:8].[NH:18]1[C:22](B(O)O)=CC=[N:19]1. (4) Given the product [Cl:1][C:2]1[CH:8]=[CH:7][C:5]([NH2:6])=[C:4]([C:11]#[C:10][C:12]2[CH:17]=[CH:16][CH:15]=[CH:14][C:13]=2[C:18]([F:19])([F:20])[F:21])[CH:3]=1, predict the reactants needed to synthesize it. The reactants are: [Cl:1][C:2]1[CH:8]=[CH:7][C:5]([NH2:6])=[C:4](I)[CH:3]=1.[C:10]([C:12]1[CH:17]=[CH:16][CH:15]=[CH:14][C:13]=1[C:18]([F:21])([F:20])[F:19])#[CH:11].C(OCC)(=O)C. (5) Given the product [OH:30][CH2:29][CH:28]([NH:27][C:20]([C:18]1[C:17]2[C:12](=[CH:13][CH:14]=[C:15]([O:23][CH3:24])[CH:16]=2)[N:11]=[C:10]([C:4]2[CH:5]=[CH:6][C:7]([O:8][CH3:9])=[C:2]([F:1])[CH:3]=2)[N:19]=1)=[O:22])[CH2:31][C:32]1[C:36]2=[N:37][CH:38]=[CH:39][CH:40]=[C:35]2[NH:34][CH:33]=1, predict the reactants needed to synthesize it. The reactants are: [F:1][C:2]1[CH:3]=[C:4]([C:10]2[N:19]=[C:18]([C:20]([OH:22])=O)[C:17]3[C:12](=[CH:13][CH:14]=[C:15]([O:23][CH3:24])[CH:16]=3)[N:11]=2)[CH:5]=[CH:6][C:7]=1[O:8][CH3:9].Cl.Cl.[NH2:27][CH:28]([CH2:31][C:32]1[C:36]2=[N:37][CH:38]=[CH:39][CH:40]=[C:35]2[NH:34][CH:33]=1)[CH2:29][OH:30].C1C=CC2N(O)N=NC=2C=1.CCN=C=NCCCN(C)C.